This data is from Full USPTO retrosynthesis dataset with 1.9M reactions from patents (1976-2016). The task is: Predict the reactants needed to synthesize the given product. Given the product [Br:37][C:6]1[CH:7]=[C:8]2[C:13](=[CH:14][C:5]=1[S:2]([CH3:1])(=[O:4])=[O:3])[N:12]([C:15]1[C:19]3[CH2:20][N:21]([C:24]([O:26][C:27]([CH3:30])([CH3:28])[CH3:29])=[O:25])[CH2:22][CH2:23][C:18]=3[N:17]([CH:31]3[CH2:36][CH2:35][O:34][CH2:33][CH2:32]3)[N:16]=1)[CH2:11][CH2:10][CH2:9]2, predict the reactants needed to synthesize it. The reactants are: [CH3:1][S:2]([C:5]1[CH:14]=[C:13]2[C:8]([CH2:9][CH2:10][CH2:11][N:12]2[C:15]2[C:19]3[CH2:20][N:21]([C:24]([O:26][C:27]([CH3:30])([CH3:29])[CH3:28])=[O:25])[CH2:22][CH2:23][C:18]=3[N:17]([CH:31]3[CH2:36][CH2:35][O:34][CH2:33][CH2:32]3)[N:16]=2)=[CH:7][CH:6]=1)(=[O:4])=[O:3].[Br:37]N1C(=O)CCC1=O.O.